From a dataset of Experimentally validated miRNA-target interactions with 360,000+ pairs, plus equal number of negative samples. Binary Classification. Given a miRNA mature sequence and a target amino acid sequence, predict their likelihood of interaction. (1) The miRNA is hsa-miR-3128 with sequence UCUGGCAAGUAAAAAACUCUCAU. The protein sequence of the target gene is MSTMFADTLLIVFISVCTALLAEGITWVLVYRTDKYKRLKAEVEKQSKKLEKKKETITESAGRQQKKKIERQEEKLKNNNRDLSMVRMKSMFAIGFCFTALMGMFNSIFDGRVVAKLPFTPLSYIQGLSHRNLLGDDTTDCSFIFLYILCTMSIRQNIQKILGLAPSRAATKQAGGFLGPPPPSGKFS. Result: 0 (no interaction). (2) The protein sequence of the target gene is MSVPGTPGAMEPAGEEERPPPAAEGEDDEEEVAAAAQTSGPAHGRSASSLEDADDQEEEMEAMVIGGGCCKEQELTYELQQGYRILGEFLQEKHRGLTAPFLQPLGGVATAEEEVAEGPRSGGRGGRAFPQQPGQGMCLLQMEEKFASGQYGGITEFVADFRLMLETCYRLHGVDHWISKQGQKLEMMLEQKLALLSRHLREKTTIAVTSRGYYGLEDEKGTACTSTRRRSTPRSLAGLTSGVFESIMVQVLRQEEQLRAKEEKRLREQERKEAEEASQKEIEEWERKLLAQAAPTCMET.... The miRNA is mmu-miR-665-3p with sequence ACCAGGAGGCUGAGGUCCCU. Result: 0 (no interaction). (3) The protein sequence of the target gene is MRSARSTALNRGEQRAVRYYSHMKLNMAEEEDYMSDSFINVQEDIRPGLPMLRQIREARRKEEKQQEANLKNRQKSLKEEEQERRDIGLKNALGCENKGFALLQKMGYKSGQALGKSGGGIVEPIPLNIKTGKSGIGHEASLKRKAEEKLESYRKKIHMKNQAEEKAAEQFRMRLKNKQDEMKLEGDLRRSQRACQQLDVQKNIQVPREAWYWLRLEEETEEDEEEKEQDEDEYKSEDLSVLEKLQILTSYLREEHLYCIWCGTAYEDKEDLSSNCPGPTSADHD. The miRNA is hsa-miR-4314 with sequence CUCUGGGAAAUGGGACAG. Result: 0 (no interaction). (4) The miRNA is hsa-miR-4694-5p with sequence AGGUGUUAUCCUAUCCAUUUGC. The protein sequence of the target gene is MGAARLLPNLTLCLQLLILCCQTQGENHPSPNFNQYVRDQGAMTDQLSRRQIREYQLYSRTSGKHVQVTGRRISATAEDGNKFAKLIVETDTFGSRVRIKGAESEKYICMNKRGKLIGKPSGKSKDCVFTEIVLENNYTAFQNARHEGWFMAFTRQGRPRQASRSRQNQREAHFIKRLYQGQLPFPNHAEKQKQFEFVGSAPTRRTKRTRRPQPLT. Result: 0 (no interaction). (5) The miRNA is hsa-miR-548q with sequence GCUGGUGCAAAAGUAAUGGCGG. The protein sequence of the target gene is MRSFWLFLLLLLFCISFIKLTEGNEDAKRLYDDLMVNYNRHRRPSTSPNKPLTIKLKLRLSQIIDVHEIDQIMTCSVWLKQTWIDRKLSWDPVNYGGVNVLYVPYEMIWVPDIVLYNNADSNYNITISTKATLHYTGEVTWEPPAIFKSMCQIDVRWFPFDEQQCHLKFGSWTFSENLLSVELNEPSLRYEEEIDEKGIIDNVTVAEDGIDLSDYYPSVEWDIMSRVAKRRAKNYPSCCPQSAYIDVTYYLQLRRKPLFYTVNLVFPCVGISFLTILVFYLPSDSGEKVTLCISILVALT.... Result: 0 (no interaction). (6) The miRNA is mmu-miR-7026-5p with sequence UUCUGAGACCAUGGGGUAUAU. The protein sequence of the target gene is MASRLPTAWSCEPVTFEDVTLGFTPEEWGLLDLKQKSLYREVMLENYRNLVSVEHQLSKPDVVSQLEEAEDFWPVERGIPQDTIPEYPELQLDPKLDPLPAESPLMNIEVVEVLTLNQEVAGPRNAQIQALYAEDGSLSADAPSEQVQQQGKHPGDPEAARQRFRQFRYKDMTGPREALDQLRELCHQWLQPKARSKEQILELLVLEQFLGALPVKLRTWVESQHPENCQEVVALVEGVTWMSEEEVLPAGQPAEGTTCCLEVTAQQEEKQEDAAICPVTVLPEEPVTFQDVAVDFSREE.... Result: 0 (no interaction). (7) The miRNA is mmu-miR-1839-5p with sequence AAGGUAGAUAGAACAGGUCUUG. The protein sequence of the target gene is MLHQPTPGNRGLTARMEVGPATETFVLELQCLEDGGPGPDTLSGGSGGSESQEEEEPQERNSSPQRPAVSAPVGASEIAEETRPGQRELQLQQLEQQPEPQQQPQHEQLQQPQPHLELQQQPQQDGQQQLSQLQQEKHQSVHHQELKPELQLMHQQQQLQPQQVQEQQRLQQQQEQLQTQQAQEQQVLQQQEQLQQQVQEQQLLQQQQEQLQQQQLLQQQEQLQQQQFQQQQEQLQQQQQLLLLQQQGQLQQQLLQQQQAQLQQQLLEQQQAQLQQQLLLQQQEQLQQQQQQQLLQQQQE.... Result: 0 (no interaction). (8) The miRNA is mmu-miR-6901-3p with sequence GACCUUCUGUGUUCUUGCAG. The protein sequence of the target gene is MQRDFRWLWVYEIGYAADNSRTLNVDSTAMTLPMSDPTAWATAMNNLGMAPLGIAGQPILPDFDPALGMMTGIPPITPMMPGLGIVPPPIPPDMPVVKEIIHCKSCTLFPPNPNLPPPATRERPPGCKTVFVGGLPENGTEQIIVEVFEQCGEIIAIRKSKKNFCHIRFAEEYMVDKALYLSGYRIRLGSSTDKKDTGRLHVDFAQARDDLYEWECKQRMLAREERHRRRMEEERLRPPSPPPVVHYSDHECSIVAEKLKDDSKFSEAVQTLLTWIERGEVNRRSANNFYSMIQSANSHV.... Result: 0 (no interaction). (9) The miRNA is hsa-miR-1297 with sequence UUCAAGUAAUUCAGGUG. The protein sequence of the target gene is MDKNELVQKAKLAEQAERYDDMAACMKSVTEQGAELSNEERNLLSVAYKNVVGARRSSWRVVSSIEQKTEGAEKKQQMAREYREKIETELRDICNDVLSLLEKFLIPNASQPESKVFYLKMKGDYYRYLAEVAAGDDKKGIVDQSQQAYQEAFEISKKEMQPTHPIRLGLALNFSVFYYEILNSPEKACSLAKTAFDEAIAELDTLSEESYKDSTLIMQLLRDNLTLWTSDTQGDEAEAGEGGEN. Result: 0 (no interaction).